Dataset: Full USPTO retrosynthesis dataset with 1.9M reactions from patents (1976-2016). Task: Predict the reactants needed to synthesize the given product. (1) Given the product [F:1][C:2]1([CH:8]([O:13][Si:14]([CH2:17][CH3:18])([CH2:19][CH3:20])[CH2:15][CH3:16])[C:9]([F:11])([F:12])[F:10])[CH2:3][CH2:4][N:5]([S:29]([CH3:28])(=[O:31])=[O:30])[CH2:6][CH2:7]1, predict the reactants needed to synthesize it. The reactants are: [F:1][C:2]1([CH:8]([O:13][Si:14]([CH2:19][CH3:20])([CH2:17][CH3:18])[CH2:15][CH3:16])[C:9]([F:12])([F:11])[F:10])[CH2:7][CH2:6][NH:5][CH2:4][CH2:3]1.C(N(CC)CC)C.[CH3:28][S:29](Cl)(=[O:31])=[O:30].O. (2) Given the product [CH:1]1([NH:8][C:9]2[S:10][CH:13]([CH2:17][CH3:18])[C:14](=[O:15])[N:11]=2)[CH2:7][CH2:6][CH2:5][CH2:4][CH2:3][CH2:2]1, predict the reactants needed to synthesize it. The reactants are: [CH:1]1([NH:8][C:9]([NH2:11])=[S:10])[CH2:7][CH2:6][CH2:5][CH2:4][CH2:3][CH2:2]1.Br[CH:13]([CH2:17][CH3:18])[C:14](O)=[O:15]. (3) Given the product [F:2][CH:3]([F:13])[O:4][C:5]1[CH:6]=[C:7]([N:11]2[CH:22]=[C:16]([C:17]([O:19][CH2:20][CH3:21])=[O:18])[CH:14]=[N:12]2)[CH:8]=[CH:9][CH:10]=1, predict the reactants needed to synthesize it. The reactants are: Cl.[F:2][CH:3]([F:13])[O:4][C:5]1[CH:6]=[C:7]([NH:11][NH2:12])[CH:8]=[CH:9][CH:10]=1.[CH:14]([CH:16]([CH:22]=O)[C:17]([O:19][CH2:20][CH3:21])=[O:18])=O. (4) Given the product [O:11]1[C:2]2=[N:3][CH:4]=[CH:5][CH:6]=[C:7]2[CH:8]([OH:12])[CH2:9][CH2:10]1, predict the reactants needed to synthesize it. The reactants are: Br[C:2]1[C:7]([CH:8]([OH:12])[CH2:9][CH2:10][OH:11])=[CH:6][CH:5]=[CH:4][N:3]=1.C(O[K])(C)(C)C. (5) The reactants are: [Cl-].[Li+].[C:3]([Si:7]([CH3:44])([CH3:43])[O:8][CH:9]([C:39]([CH3:42])([CH3:41])[CH3:40])[CH2:10][CH2:11][C:12]1[CH:17]=[CH:16][C:15]([C:18]([C:23]2[CH:28]=[CH:27][C:26](OS(C(F)(F)F)(=O)=O)=[C:25]([CH3:37])[CH:24]=2)([CH2:21][CH3:22])[CH2:19][CH3:20])=[CH:14][C:13]=1[CH3:38])([CH3:6])([CH3:5])[CH3:4].O.[C:46](OCC)(=O)[CH3:47].[CH2:52]([CH2:55][O:56][CH3:57])[O:53]C. Given the product [C:3]([Si:7]([CH3:44])([CH3:43])[O:8][CH:9]([C:39]([CH3:41])([CH3:42])[CH3:40])[CH2:10][CH2:11][C:12]1[CH:17]=[CH:16][C:15]([C:18]([C:23]2[CH:28]=[CH:27][C:26]([C:57]3[O:56][C:55]([CH:52]=[O:53])=[CH:47][CH:46]=3)=[C:25]([CH3:37])[CH:24]=2)([CH2:19][CH3:20])[CH2:21][CH3:22])=[CH:14][C:13]=1[CH3:38])([CH3:6])([CH3:5])[CH3:4], predict the reactants needed to synthesize it.